From a dataset of Catalyst prediction with 721,799 reactions and 888 catalyst types from USPTO. Predict which catalyst facilitates the given reaction. (1) Reactant: [O:1]1[CH2:5][CH2:4][O:3][CH:2]1[C:6]1[CH:11]=[CH:10][C:9]([C:12]2[C:21]([C:22]3[CH:27]=[CH:26][CH:25]=[CH:24][CH:23]=3)=[CH:20][C:19]3[C:14](=[CH:15][CH:16]=[N:17][C:18]=3[NH:28][NH2:29])[N:13]=2)=[CH:8][CH:7]=1.C(N(CC)CC)C.[C:37](Cl)(Cl)=[O:38]. Product: [O:3]1[CH2:4][CH2:5][O:1][CH:2]1[C:6]1[CH:11]=[CH:10][C:9]([C:12]2[C:21]([C:22]3[CH:27]=[CH:26][CH:25]=[CH:24][CH:23]=3)=[CH:20][C:19]3[C:18]4=[N:28][N:29]=[C:37]([OH:38])[N:17]4[CH:16]=[CH:15][C:14]=3[N:13]=2)=[CH:8][CH:7]=1. The catalyst class is: 390. (2) Reactant: Cl.[NH2:2][C:3]1[N:32]=[C:6]2[N:7]([C:22]3[CH:27]=[CH:26][CH:25]=[C:24]([C:28]([F:31])([F:30])[F:29])[CH:23]=3)[C:8]([CH3:21])=[C:9]([C:19]#[N:20])[C@@H:10]([C:11]3[CH:16]=[CH:15][C:14]([C:17]#[N:18])=[CH:13][CH:12]=3)[N:5]2[N:4]=1.[C:33](Cl)(=[O:37])[CH:34]([CH3:36])[CH3:35]. Product: [C:19]([C:9]1[C@@H:10]([C:11]2[CH:16]=[CH:15][C:14]([C:17]#[N:18])=[CH:13][CH:12]=2)[N:5]2[N:4]=[C:3]([NH:2][C:33](=[O:37])[CH:34]([CH3:36])[CH3:35])[N:32]=[C:6]2[N:7]([C:22]2[CH:27]=[CH:26][CH:25]=[C:24]([C:28]([F:29])([F:31])[F:30])[CH:23]=2)[C:8]=1[CH3:21])#[N:20]. The catalyst class is: 17. (3) Reactant: CO[C:3]([C:5]1[O:6][CH:7]=[CH:8][CH:9]=1)=[O:4].[CH3:10][O:11][C:12]1[CH:17]=[C:16]([O:18][CH3:19])[CH:15]=[CH:14][C:13]=1[Mg]Br.[C:22](=[O:25])(O)[O-].[Na+].Cl. Product: [O:6]1[CH:7]=[CH:8][CH:9]=[C:5]1[C:3]([C:15]1[CH:16]=[CH:17][C:12]([O:11][CH3:10])=[CH:13][C:14]=1[O:25][CH3:22])([C:15]1[CH:14]=[CH:13][C:12]([O:11][CH3:10])=[CH:17][C:16]=1[O:18][CH3:19])[OH:4]. The catalyst class is: 49. (4) Reactant: [OH:1][C:2]1[CH:11]=[CH:10][C:5]([C:6]([O:8][CH3:9])=[O:7])=[CH:4][C:3]=1[O:12][CH3:13].[CH3:14][C:15](=[CH2:18])[CH2:16]O.C1(P(C2C=CC=CC=2)C2C=CC=CC=2)C=CC=CC=1.CC(OC(/N=N/C(OC(C)C)=O)=O)C. Product: [CH3:13][O:12][C:3]1[CH:4]=[C:5]([CH:10]=[CH:11][C:2]=1[O:1][CH2:16][C:15]([CH3:18])=[CH2:14])[C:6]([O:8][CH3:9])=[O:7]. The catalyst class is: 1.